Dataset: Forward reaction prediction with 1.9M reactions from USPTO patents (1976-2016). Task: Predict the product of the given reaction. (1) Given the reactants Br[C:2]1[CH:7]=[CH:6][N:5]=[C:4]([O:8][CH:9]2[CH2:14][CH2:13][O:12][CH2:11][CH2:10]2)[CH:3]=1.CC1(C)C(C)(C)[O:19][B:18](B2OC(C)(C)C(C)(C)O2)[O:17]1.C([O-])(=O)C.[K+], predict the reaction product. The product is: [O:12]1[CH2:13][CH2:14][CH:9]([O:8][C:4]2[CH:3]=[C:2]([B:18]([OH:19])[OH:17])[CH:7]=[CH:6][N:5]=2)[CH2:10][CH2:11]1. (2) Given the reactants [C:1]12[CH2:13][CH2:12][CH2:11][CH2:10][C:9]=1[S:8][C:7]1[C:6](=[O:14])[NH:5][N:4]=[CH:3][C:2]2=1.[Br:15][C:16]1[CH:23]=[CH:22][CH:21]=[C:20](Br)[C:17]=1[CH:18]=[O:19].N(CC(O)=O)C.C([O-])([O-])=O.[K+].[K+], predict the reaction product. The product is: [Br:15][C:16]1[CH:23]=[CH:22][CH:21]=[C:20]([N:5]2[C:6](=[O:14])[C:7]3[S:8][C:9]4[CH2:10][CH2:11][CH2:12][CH2:13][C:1]=4[C:2]=3[CH:3]=[N:4]2)[C:17]=1[CH:18]=[O:19]. (3) Given the reactants O.[CH3:2][O:3][C:4]1[C:18]([CH:19]=O)=[CH:17][C:7]2[N:8]=[C:9]([C:11]3[CH:16]=[CH:15][CH:14]=[CH:13][CH:12]=3)[S:10][C:6]=2[CH:5]=1.[C:21]1([C@H:27]2[C@@H:32]([NH2:33])[CH2:31][CH2:30][CH2:29][NH:28]2)[CH:26]=[CH:25][CH:24]=[CH:23][CH:22]=1.C(O[BH-](OC(=O)C)OC(=O)C)(=O)C.[Na+], predict the reaction product. The product is: [CH3:2][O:3][C:4]1[C:18]([CH2:19][NH:33][C@H:32]2[CH2:31][CH2:30][CH2:29][NH:28][C@H:27]2[C:21]2[CH:26]=[CH:25][CH:24]=[CH:23][CH:22]=2)=[CH:17][C:7]2[N:8]=[C:9]([C:11]3[CH:16]=[CH:15][CH:14]=[CH:13][CH:12]=3)[S:10][C:6]=2[CH:5]=1. (4) Given the reactants Br[C:2]1[CH:3]=[C:4]2[C:9](=[CH:10][CH:11]=1)[C:8]([CH3:12])=[C:7]([O:13][CH2:14][C:15]#[N:16])[CH:6]=[CH:5]2.[O:17]1[C:21]2[CH:22]=[CH:23][CH:24]=[CH:25][C:20]=2[CH:19]=[C:18]1B(O)O.ClCCl.C(=O)([O-])[O-].[K+].[K+], predict the reaction product. The product is: [O:17]1[C:21]2[CH:22]=[CH:23][CH:24]=[CH:25][C:20]=2[CH:19]=[C:18]1[C:2]1[CH:3]=[C:4]2[C:9](=[CH:10][CH:11]=1)[C:8]([CH3:12])=[C:7]([O:13][CH2:14][C:15]#[N:16])[CH:6]=[CH:5]2. (5) Given the reactants FC(F)(F)C(O)=O.[Cl:8][C:9]1[CH:10]=[C:11]([CH:41]=[CH:42][C:43]=1[NH:44][C:45]([NH:47][CH:48]1[CH2:50][CH2:49]1)=[O:46])[O:12][C:13]1[C:22]2[C:17](=[CH:18][C:19]([O:25][CH2:26][CH2:27][CH:28]3[CH2:33][CH2:32][N:31](C(OC(C)(C)C)=O)[CH2:30][CH2:29]3)=[C:20]([C:23]#[N:24])[CH:21]=2)[N:16]=[CH:15][CH:14]=1.C(=O)(O)[O-].[Na+].C(OCC)(=O)C, predict the reaction product. The product is: [Cl:8][C:9]1[CH:10]=[C:11]([O:12][C:13]2[C:22]3[C:17](=[CH:18][C:19]([O:25][CH2:26][CH2:27][CH:28]4[CH2:29][CH2:30][NH:31][CH2:32][CH2:33]4)=[C:20]([C:23]#[N:24])[CH:21]=3)[N:16]=[CH:15][CH:14]=2)[CH:41]=[CH:42][C:43]=1[NH:44][C:45]([NH:47][CH:48]1[CH2:49][CH2:50]1)=[O:46]. (6) Given the reactants Br[C:2]1[S:6][C:5]([NH:7][C:8]([NH:10][C:11]2[CH:16]=[CH:15][C:14]([CH3:17])=[CH:13][C:12]=2[C:18]([CH:20]2[CH2:24][CH2:23][CH2:22][CH2:21]2)=[O:19])=[O:9])=[N:4][CH:3]=1.[CH3:25][O:26][C:27](=[O:39])[CH:28]([NH:31][C:32]([O:34][C:35]([CH3:38])([CH3:37])[CH3:36])=[O:33])[CH2:29][SH:30], predict the reaction product. The product is: [CH3:25][O:26][C:27](=[O:39])[CH:28]([NH:31][C:32]([O:34][C:35]([CH3:37])([CH3:36])[CH3:38])=[O:33])[CH2:29][S:30][C:2]1[S:6][C:5]([NH:7][C:8]([NH:10][C:11]2[CH:16]=[CH:15][C:14]([CH3:17])=[CH:13][C:12]=2[C:18]([CH:20]2[CH2:24][CH2:23][CH2:22][CH2:21]2)=[O:19])=[O:9])=[N:4][CH:3]=1.